This data is from Experimentally validated miRNA-target interactions with 360,000+ pairs, plus equal number of negative samples. The task is: Binary Classification. Given a miRNA mature sequence and a target amino acid sequence, predict their likelihood of interaction. (1) The miRNA is hsa-miR-30c-5p with sequence UGUAAACAUCCUACACUCUCAGC. The protein sequence of the target gene is MVLDPKEKMPDDGASGDHGDSASLGAINPAYSNSSLPHSTGDSEEPFTTYFDEKIPIPEEEYSCFSFRKLWAFTGPGFLMSIAYLDPGNIESDLQSGAVAGFKLLWVLLLATIVGLLLQRLAARLGVVTGLHLAEVCHRQYPKVPRIILWLMVELAIIGSDMQEVIGSAIAINLLSAGRVPLWGGVLITIADTFVFLFLDKYGLRKLEAFFGFLITIMALTFGYEYITVKPSQSQVLRGMFVPSCPGCRTPQVEQAVGIVGAVIMPHNMYLHSALVKSRQVNRANKQEVREANKYFFIES.... Result: 0 (no interaction). (2) The miRNA is hsa-miR-155-5p with sequence UUAAUGCUAAUCGUGAUAGGGGUU. The protein sequence of the target gene is MALVTVQRSPTPSTTSSPCASEADSGEEECRSQPRSISESFLTVKGAALFLPRGNGSSTPRISHRRNKHAGDLQQHLQAMFILLRPEDNIRLAVRLESTYQNRTRYMVVVSTNGRQDTEESIVLGMDFSSNDSSTCTMGLVLPLWSDTLIHLDGDGGFSVSTDNRVHIFKPVSVQAMWSALQSLHKACEVARAHNYYPGSLFLTWVSYYESHINSDQSSVNEWNAMQDVQSHRPDSPALFTDIPTERERTERLIKTKLREIMMQKDLENITSKEIRTELEMQMVCNLREFKEFIDNEMIV.... Result: 1 (interaction). (3) The miRNA is mmu-miR-7578 with sequence CAUGGCUCUGUCUUCUGCCUCAGA. The protein sequence of the target gene is MLSGIEAAAGEYEDSELRCRVAVEELSPGGQPRRRQALRTAELSLGRNERRELMLRLQAPGPAGRPRCFPLRAARLFTRFAEAGRSTLRLPAHDTPGAGAVQLLLSDCPPDRLRRFLRTLRLKLAAAPGPGPASARAQLLGPRPRDFVTISPVQPEERRLRAATRVPDTTLVKRPVEPQAGAEPSTEAPRWPLPVKRLSLPSTKPQLSEEQAAVLRAVLKGQSIFFTGSAGTGKSYLLKRILGSLPPTGTVATASTGVAACHIGGTTLHAFAGIGSGQAPLAQCVALAQRPGVRQGWLNC.... Result: 0 (no interaction). (4) The miRNA is mmu-miR-7b-5p with sequence UGGAAGACUUGUGAUUUUGUUGUU. The protein sequence of the target gene is MSTICPPPSPAVAKTEIALSGESPLLAATFAYWDNILGPRVRHIWAPKTDQVLLSDGEITFLANHTLNGEILRNAESGAIDVKFFVLSEKGVIIVSLIFDGNWNGDRSTYGLSIILPQTELSFYLPLHRVCVDRLTHIIRKGRIWMHKERQENVQKIVLEGTERMEDQGQSIIPMLTGEVIPVMELLASMKSHSVPEDIDIADTVLNDDDIGDSCHEGFLLNAISSHLQTCGCSVVVGSSAEKVNKIVRTLCLFLTPAERKCSRLCEAESSFKYESGLFVQGLLKDATGSFVLPFRQVMY.... Result: 1 (interaction). (5) The miRNA is hsa-miR-4500 with sequence UGAGGUAGUAGUUUCUU. The protein sequence of the target gene is MAKTYDYLFKLLLIGDSGVGKTCLLFRFSEDAFNTTFISTIGIDFKIRTIELDGKKIKLQIWDTAGQERFRTITTAYYRGAMGIMLVYDITNEKSFDNIKNWIRNIEEHASSDVERMILGNKCDMNDKRQVSKERGEKLAIDYGIKFLETSAKSSTNVEEAFFTLARDIMTKLNRKMNDSNSSGAGGPVKITESRSKKTSFFRCSLL. Result: 0 (no interaction). (6) The miRNA is hsa-miR-4474-5p with sequence UUAGUCUCAUGAUCAGACACA. The protein sequence of the target gene is MVDHLANTEINSQRIAAVESCFGASGQPLALPGRVLLGEGVLTKECRKKAKPRIFFLFNDILVYGSIVLNKRKYRSQHIIPLEEVTLELLPETLQAKNRWMIKTAKKSFVVSAASATERQEWISHIEECVRRQLRATGRPPSTEHAAPWIPDKATDICMRCTQTRFSALTRRHHCRKCGFVVCAECSRQRFLLPRLSPKPVRVCSLCYRELAAQQRQEEAEEQGAGSPGQPAHLARPICGASSGDDDDSDEDKEGSRDGDWPSSVEFYASGVAWSAFHS. Result: 0 (no interaction). (7) The miRNA is hsa-miR-28-5p with sequence AAGGAGCUCACAGUCUAUUGAG. The protein sequence of the target gene is MRLSLPLLLLLLGAWAIPGGLGDRAPLTATAPQLDDEEMYSAHMPAHLRCDACRAVAYQMWQNLAKAETKLHTSNSGGRRELSELVYTDVLDRSCSRNWQDYGVREVDQVKRLTGPGLSEGPEPSISVMVTGGPWPTRLSRTCLHYLGEFGEDQIYEAHQQGRGALEALLCGGPQGACSEKVSATREEL. Result: 0 (no interaction).